Dataset: Full USPTO retrosynthesis dataset with 1.9M reactions from patents (1976-2016). Task: Predict the reactants needed to synthesize the given product. (1) The reactants are: O[C:2]1([C:8]2[S:12][C:11]3[CH:13]=[CH:14][CH:15]=[CH:16][C:10]=3[C:9]=2[CH2:17][CH3:18])[CH2:7][CH2:6][NH:5][CH2:4][CH2:3]1.O1C[C@H]1COC1C2C=CSC=2C=CC=1. Given the product [CH2:17]([C:9]1[C:10]2[CH:16]=[CH:15][CH:14]=[CH:13][C:11]=2[S:12][C:8]=1[CH:2]1[CH2:3][CH2:4][NH:5][CH2:6][CH2:7]1)[CH3:18], predict the reactants needed to synthesize it. (2) Given the product [Cl:1][C:2]1[CH:7]=[C:6]([O:8][CH3:9])[C:5]([O:10][CH2:11][C:12]2[C:17]([O:18][CH3:19])=[CH:16][CH:15]=[C:14]([F:20])[C:13]=2[F:21])=[CH:4][C:3]=1[NH:22][C:23]1[C:28]([C:29]([OH:31])=[O:30])=[C:27]([CH3:34])[N:26]=[CH:25][N:24]=1, predict the reactants needed to synthesize it. The reactants are: [Cl:1][C:2]1[CH:7]=[C:6]([O:8][CH3:9])[C:5]([O:10][CH2:11][C:12]2[C:17]([O:18][CH3:19])=[CH:16][CH:15]=[C:14]([F:20])[C:13]=2[F:21])=[CH:4][C:3]=1[NH:22][C:23]1[C:28]([C:29]([O:31]CC)=[O:30])=[C:27]([CH3:34])[N:26]=[CH:25][N:24]=1.[OH-].[Na+].Cl. (3) Given the product [C:28]([O:32][C:33]([N:19]1[CH2:20][CH2:21][CH2:22][N:16]([C:14]2[CH:13]=[CH:12][C:11]([N+:24]([O-:26])=[O:25])=[C:10]([C:9](=[O:27])[NH:8][CH2:7][C:5](=[O:6])[NH:4][CH:1]([CH3:2])[CH3:3])[CH:15]=2)[CH2:17][CH:18]1[CH3:23])=[O:34])([CH3:31])([CH3:30])[CH3:29], predict the reactants needed to synthesize it. The reactants are: [CH:1]([NH:4][C:5]([CH2:7][NH:8][C:9](=[O:27])[C:10]1[CH:15]=[C:14]([N:16]2[CH2:22][CH2:21][CH2:20][NH:19][CH:18]([CH3:23])[CH2:17]2)[CH:13]=[CH:12][C:11]=1[N+:24]([O-:26])=[O:25])=[O:6])([CH3:3])[CH3:2].[C:28]([O:32][C:33](O[C:33]([O:32][C:28]([CH3:31])([CH3:30])[CH3:29])=[O:34])=[O:34])([CH3:31])([CH3:30])[CH3:29]. (4) Given the product [F:22][C:21]([F:24])([F:23])[C:20]([C:17]1[CH:18]=[CH:19][C:14]([S:11]([C:4]2[S:3][C:2]([N:27]3[CH2:31][CH2:30][CH2:29][CH2:28]3)=[N:6][C:5]=2[C:7]([F:10])([F:9])[F:8])(=[O:13])=[O:12])=[CH:15][CH:16]=1)([OH:26])[CH3:25], predict the reactants needed to synthesize it. The reactants are: Br[C:2]1[S:3][C:4]([S:11]([C:14]2[CH:19]=[CH:18][C:17]([C:20]([OH:26])([CH3:25])[C:21]([F:24])([F:23])[F:22])=[CH:16][CH:15]=2)(=[O:13])=[O:12])=[C:5]([C:7]([F:10])([F:9])[F:8])[N:6]=1.[NH:27]1[CH2:31][CH2:30][CH2:29][CH2:28]1.CCOC(C)=O. (5) Given the product [CH3:1][C:2]([CH3:32])([CH3:31])[C@H:3]([C:4]([NH:6][C:7]1[CH:8]=[N:9][C:10]([O:13][C:14]2[CH:19]=[CH:18][C:17]([CH3:20])=[C:16]([O:21][CH3:22])[CH:15]=2)=[CH:11][CH:12]=1)=[O:5])[NH2:23], predict the reactants needed to synthesize it. The reactants are: [CH3:1][C:2]([CH3:32])([CH3:31])[C@@H:3]([NH:23]C(=O)OC(C)(C)C)[C:4]([NH:6][C:7]1[CH:8]=[N:9][C:10]([O:13][C:14]2[CH:19]=[CH:18][C:17]([CH3:20])=[C:16]([O:21][CH3:22])[CH:15]=2)=[CH:11][CH:12]=1)=[O:5].C(O)(C(F)(F)F)=O. (6) Given the product [F:8][C:6]1[CH:5]=[CH:4][C:3]([C:9]2[N:14]=[CH:13][N:12]=[C:11]([NH:15][C:16]3[CH:31]=[CH:30][CH:29]=[C:18]([CH2:19][S:20]([CH3:22])(=[NH:23])=[O:21])[CH:17]=3)[N:10]=2)=[C:2]([O:35][CH2:34][C:33]([CH3:36])=[CH2:32])[CH:7]=1, predict the reactants needed to synthesize it. The reactants are: F[C:2]1[CH:7]=[C:6]([F:8])[CH:5]=[CH:4][C:3]=1[C:9]1[N:14]=[CH:13][N:12]=[C:11]([NH:15][C:16]2[CH:17]=[C:18]([CH:29]=[CH:30][CH:31]=2)[CH2:19][S:20](=[N:23]C(=O)OCC)([CH3:22])=[O:21])[N:10]=1.[CH3:32][C:33](=[CH2:36])[CH2:34][OH:35].